From a dataset of Catalyst prediction with 721,799 reactions and 888 catalyst types from USPTO. Predict which catalyst facilitates the given reaction. (1) Reactant: [Cl:1][C:2]1[CH:7]=[CH:6][CH:5]=[C:4]([F:8])[C:3]=1[C:9]1[S:10][CH:11]=[C:12](/[CH:14]=[CH:15]/[C:16]([OH:18])=O)[N:13]=1.C(Cl)(=O)C([Cl:22])=O. Product: [Cl:1][C:2]1[CH:7]=[CH:6][CH:5]=[C:4]([F:8])[C:3]=1[C:9]1[S:10][CH:11]=[C:12](/[CH:14]=[CH:15]/[C:16]([Cl:22])=[O:18])[N:13]=1. The catalyst class is: 59. (2) Reactant: [CH:1]1([N:4]([CH2:17][C:18]([O:20][CH3:21])=[O:19])[CH2:5][C:6]2[CH:11]=[C:10]([N+:12]([O-])=O)[CH:9]=[CH:8][C:7]=2[O:15][CH3:16])[CH2:3][CH2:2]1. Product: [NH2:12][C:10]1[CH:9]=[CH:8][C:7]([O:15][CH3:16])=[C:6]([CH:11]=1)[CH2:5][N:4]([CH2:17][C:18]([O:20][CH3:21])=[O:19])[CH:1]1[CH2:2][CH2:3]1. The catalyst class is: 29. (3) Product: [ClH:35].[NH2:7][CH2:8][C:9]1[CH:14]=[CH:13][C:12]([CH2:15][NH:16][C:17](=[O:18])[C:19]2[CH:24]=[C:23]([F:25])[CH:22]=[N:21][C:20]=2[O:26][C:27]2[CH:32]=[CH:31][C:30]([F:33])=[CH:29][CH:28]=2)=[CH:11][CH:10]=1. The catalyst class is: 5. Reactant: C(OC(=O)[NH:7][CH2:8][C:9]1[CH:14]=[CH:13][C:12]([CH2:15][NH:16][C:17]([C:19]2[C:20]([O:26][C:27]3[CH:32]=[CH:31][C:30]([F:33])=[CH:29][CH:28]=3)=[N:21][CH:22]=[C:23]([F:25])[CH:24]=2)=[O:18])=[CH:11][CH:10]=1)(C)(C)C.[ClH:35]. (4) Reactant: [Cl:1][C:2]1[CH:11]=[CH:10][C:9]2[C:8]([NH2:12])=[C:7]([Cl:13])[CH:6]=[CH:5][C:4]=2[N:3]=1.[C:14]1([C@H:20]([CH3:25])[CH2:21][C:22](O)=[O:23])[CH:19]=[CH:18][CH:17]=[CH:16][CH:15]=1.C1CN([P+](Br)(N2CCCC2)N2CCCC2)CC1.F[P-](F)(F)(F)(F)F.Cl. Product: [Cl:1][C:2]1[CH:11]=[CH:10][C:9]2[C:4](=[CH:5][CH:6]=[C:7]([Cl:13])[C:8]=2[NH:12][C:22](=[O:23])[CH2:21][C@@H:20]([CH3:25])[C:14]2[CH:19]=[CH:18][CH:17]=[CH:16][CH:15]=2)[N:3]=1. The catalyst class is: 179. (5) Reactant: [NH:1]1[C:9]2[C:4](=[CH:5][CH:6]=[CH:7][CH:8]=2)[C:3]([C:10]2[N:11]=[N:12][N:13]([C:15]3[CH:24]=[CH:23][C:18]([C:19]([O:21]C)=[O:20])=[C:17]([O:25][CH3:26])[CH:16]=3)[CH:14]=2)=[N:2]1.[OH-].[Na+]. Product: [NH:1]1[C:9]2[C:4](=[CH:5][CH:6]=[CH:7][CH:8]=2)[C:3]([C:10]2[N:11]=[N:12][N:13]([C:15]3[CH:24]=[CH:23][C:18]([C:19]([OH:21])=[O:20])=[C:17]([O:25][CH3:26])[CH:16]=3)[CH:14]=2)=[N:2]1. The catalyst class is: 5. (6) Reactant: CC1C=CC(S(O[CH2:12][C@@H:13]2[O:30][C:17]3=[C:18]4[C:23](=[CH:24][CH:25]=[C:16]3[O:15][CH2:14]2)[N:22]=[C:21]([CH2:26][CH3:27])[C:20]([CH2:28][CH3:29])=[N:19]4)(=O)=O)=CC=1.[F:31][C:32]1[CH:33]=[C:34]2[C:38](=[CH:39][CH:40]=1)[NH:37][CH:36]=[C:35]2[C:41]1[CH2:42][CH2:43][NH:44][CH2:45][CH:46]=1. Product: [CH2:26]([C:21]1[C:20]([CH2:28][CH3:29])=[N:19][C:18]2[C:23](=[CH:24][CH:25]=[C:16]3[O:15][CH2:14][CH:13]([CH2:12][N:44]4[CH2:43][CH:42]=[C:41]([C:35]5[C:34]6[C:38](=[CH:39][CH:40]=[C:32]([F:31])[CH:33]=6)[NH:37][CH:36]=5)[CH2:46][CH2:45]4)[O:30][C:17]3=2)[N:22]=1)[CH3:27]. The catalyst class is: 148.